Task: Predict the product of the given reaction.. Dataset: Forward reaction prediction with 1.9M reactions from USPTO patents (1976-2016) (1) Given the reactants [CH3:1][CH:2]1[CH2:7][CH2:6][N:5]([CH:8]2[CH2:13][CH2:12][NH:11][CH2:10][CH2:9]2)[CH2:4][CH2:3]1.[Cl:14][C:15]1[N:20]=[CH:19][C:18]([S:21](Cl)(=[O:23])=[O:22])=[CH:17][CH:16]=1, predict the reaction product. The product is: [Cl:14][C:15]1[N:20]=[CH:19][C:18]([S:21]([N:11]2[CH2:12][CH2:13][CH:8]([N:5]3[CH2:6][CH2:7][CH:2]([CH3:1])[CH2:3][CH2:4]3)[CH2:9][CH2:10]2)(=[O:23])=[O:22])=[CH:17][CH:16]=1. (2) Given the reactants [Br:1][C:2]1[C:3]([O:24][C@H:25]([CH3:29])[C@H](O)C)=[N:4][C:5]([NH:8][C:9]2[CH:14]=[CH:13][C:12]([S:15]([CH3:23])(=[N:17]C(OCC)=O)=[O:16])=[CH:11][CH:10]=2)=[N:6][CH:7]=1.[CH3:30]C[O-].[Na+].[Na+].[Cl-], predict the reaction product. The product is: [Br:1][C:2]1[C:3]([O:24][CH2:25][CH3:29])=[N:4][C:5]([NH:8][C:9]2[CH:14]=[CH:13][C:12]([S:15]([CH2:23][CH3:30])(=[NH:17])=[O:16])=[CH:11][CH:10]=2)=[N:6][CH:7]=1. (3) Given the reactants [CH3:1][O:2][C:3]1[CH:8]=[CH:7][CH:6]=[CH:5][C:4]=1[CH2:9][CH2:10][NH:11][C:12](=O)[CH3:13].O=P12OP3(OP(OP(O3)(O1)=O)(=O)O2)=O, predict the reaction product. The product is: [CH3:1][O:2][C:3]1[CH:8]=[CH:7][CH:6]=[C:5]2[C:4]=1[CH2:9][CH2:10][N:11]=[C:12]2[CH3:13]. (4) Given the reactants [NH2:1][C:2]1[N:7]=[CH:6][N:5]=[C:4]2[N:8]([CH:32]3[CH2:37][CH2:36][N:35]([CH2:38][C:39]4[N:40]=[C:41]([CH3:44])[NH:42][CH:43]=4)[CH2:34][CH2:33]3)[N:9]=[C:10]([C:11]3[CH:16]=[CH:15][C:14]([NH:17][C:18]([C:20]4[N:21]([CH3:29])[C:22]5[C:27]([CH:28]=4)=[CH:26][CH:25]=[CH:24][CH:23]=5)=[O:19])=[C:13]([O:30][CH3:31])[CH:12]=3)[C:3]=12.[C:45]([OH:52])(=[O:51])/[CH:46]=[CH:47]\[C:48]([OH:50])=[O:49], predict the reaction product. The product is: [C:45]([OH:52])(=[O:51])/[CH:46]=[CH:47]\[C:48]([OH:50])=[O:49].[C:45]([OH:52])(=[O:51])/[CH:46]=[CH:47]\[C:48]([OH:50])=[O:49].[NH2:1][C:2]1[N:7]=[CH:6][N:5]=[C:4]2[N:8]([CH:32]3[CH2:37][CH2:36][N:35]([CH2:38][C:39]4[N:40]=[C:41]([CH3:44])[NH:42][CH:43]=4)[CH2:34][CH2:33]3)[N:9]=[C:10]([C:11]3[CH:16]=[CH:15][C:14]([NH:17][C:18]([C:20]4[N:21]([CH3:29])[C:22]5[C:27]([CH:28]=4)=[CH:26][CH:25]=[CH:24][CH:23]=5)=[O:19])=[C:13]([O:30][CH3:31])[CH:12]=3)[C:3]=12. (5) Given the reactants Cl.[NH2:2][C@H:3]1[CH2:6][C@H:5]([N:7]2[C:11]3=[N:12][CH:13]=[CH:14][N:15]=[C:10]3[N:9]([CH:16]3[CH2:18][CH2:17]3)[C:8]2=[O:19])[CH2:4]1.Cl[C:21]1[CH:30]=[CH:29][C:28]2[C:23](=[CH:24][CH:25]=[CH:26][N:27]=2)[N:22]=1.C(N(CC)C(C)C)(C)C, predict the reaction product. The product is: [N:22]1[C:23]2[C:28](=[N:27][CH:26]=[CH:25][CH:24]=2)[CH:29]=[CH:30][C:21]=1[NH:2][C@H:3]1[CH2:6][C@H:5]([N:7]2[C:11]3=[N:12][CH:13]=[CH:14][N:15]=[C:10]3[N:9]([CH:16]3[CH2:17][CH2:18]3)[C:8]2=[O:19])[CH2:4]1. (6) Given the reactants [NH2:1][C:2]1[N:3]=[C:4]([NH:17][CH:18]2[CH2:22][CH2:21][NH:20][CH2:19]2)[S:5][C:6]=1[C:7]([C:9]1[C:14]([F:15])=[CH:13][CH:12]=[CH:11][C:10]=1[F:16])=[O:8].[C:23]([C:25]1[CH:30]=[CH:29][C:28]([S:31](Cl)(=[O:33])=[O:32])=[CH:27][CH:26]=1)#[N:24], predict the reaction product. The product is: [NH2:1][C:2]1[N:3]=[C:4]([NH:17][CH:18]2[CH2:22][CH2:21][N:20]([S:31]([C:28]3[CH:27]=[CH:26][C:25]([C:23]#[N:24])=[CH:30][CH:29]=3)(=[O:33])=[O:32])[CH2:19]2)[S:5][C:6]=1[C:7](=[O:8])[C:9]1[C:14]([F:15])=[CH:13][CH:12]=[CH:11][C:10]=1[F:16]. (7) Given the reactants [C:1]([O:4][C@@H:5]1[C@@H:18]([O:19][C:20](=[O:22])[CH3:21])[C@H:17]([O:23][C:24](=[O:26])[CH3:25])[CH2:16][S:15][C@H:6]1[O:7][C:8]1[CH:13]=[CH:12][N:11]=[C:10](Br)[CH:9]=1)(=[O:3])[CH3:2].[CH3:27][O:28][C:29]1[CH:34]=[CH:33][C:32](B(O)O)=[CH:31][CH:30]=1, predict the reaction product. The product is: [C:1]([O:4][C@@H:5]1[C@@H:18]([O:19][C:20](=[O:22])[CH3:21])[C@H:17]([O:23][C:24](=[O:26])[CH3:25])[CH2:16][S:15][C@H:6]1[O:7][C:8]1[CH:13]=[CH:12][N:11]=[C:10]([C:32]2[CH:33]=[CH:34][C:29]([O:28][CH3:27])=[CH:30][CH:31]=2)[CH:9]=1)(=[O:3])[CH3:2]. (8) Given the reactants N1([O:10][C:11]2[C:12]3[N:13]=[CH:14][N:15]([C:38]=3[N:39]=[CH:40][N:41]=2)[C@@H:16]2[O:37][C@H:27]([CH2:28][O:29][Si:30]([C:33]([CH3:36])([CH3:35])[CH3:34])([CH3:32])[CH3:31])[C@@H:18]([O:19][Si:20]([C:23]([CH3:26])([CH3:25])[CH3:24])([CH3:22])[CH3:21])[CH2:17]2)C2C=CC=CC=2N=N1.C([O-])([O-])=O.[Cs+].[Cs+].[C:48]1(O)[CH:53]=[CH:52][CH:51]=[CH:50][CH:49]=1, predict the reaction product. The product is: [Si:30]([O:29][C@@H:28]1[C@@H:27]([CH2:18][O:19][Si:20]([C:23]([CH3:26])([CH3:25])[CH3:24])([CH3:22])[CH3:21])[O:37][C@@H:16]([N:15]2[C:38]3[N:39]=[CH:40][N:41]=[C:11]([O:10][C:48]4[CH:53]=[CH:52][CH:51]=[CH:50][CH:49]=4)[C:12]=3[N:13]=[CH:14]2)[CH2:17]1)([C:33]([CH3:35])([CH3:36])[CH3:34])([CH3:32])[CH3:31].